The task is: Predict the reactants needed to synthesize the given product.. This data is from Full USPTO retrosynthesis dataset with 1.9M reactions from patents (1976-2016). (1) Given the product [CH2:1]([O:3][C:4]([C:6]1[C:11](=[O:12])[NH:10][C:9]([NH:20][C:19]2[CH:21]=[C:22]([O:25][CH3:26])[CH:23]=[CH:24][C:18]=2[F:17])=[N:8][CH:7]=1)=[O:5])[CH3:2], predict the reactants needed to synthesize it. The reactants are: [CH2:1]([O:3][C:4]([C:6]1[C:11](=[O:12])[NH:10][C:9](S(C)(=O)=O)=[N:8][CH:7]=1)=[O:5])[CH3:2].[F:17][C:18]1[CH:24]=[CH:23][C:22]([O:25][CH3:26])=[CH:21][C:19]=1[NH2:20]. (2) Given the product [S:11]([C:14]1[CH:20]=[CH:19][C:17]([CH3:18])=[CH:16][CH:15]=1)([O-:26])(=[O:13])=[O:12].[CH2:1]([NH+:3]([CH2:6][CH3:7])[CH2:4][CH3:5])[CH3:2], predict the reactants needed to synthesize it. The reactants are: [CH2:1]([N:3]([CH2:6][CH3:7])[CH2:4][CH3:5])[CH3:2].C(=S)=S.[S:11](Cl)([C:14]1[CH:20]=[CH:19][C:17]([CH3:18])=[CH:16][CH:15]=1)(=[O:13])=[O:12].Cl.C1C[O:26]CC1.